From a dataset of Reaction yield outcomes from USPTO patents with 853,638 reactions. Predict the reaction yield, written as a fraction of the theoretical maximum amount of product (1.0 means a 100% yield; for example, 0.34 means a 34% yield). (1) The reactants are [CH3:1][C:2]1([CH3:25])[O:7][C:6]2[CH:8]=[CH:9][C:10]([C:12]3[CH:13]=[C:14]([C:18]([N:20]4[CH2:24][CH2:23][CH2:22][CH2:21]4)=O)[CH:15]=[CH:16][CH:17]=3)=[N:11][C:5]=2[NH:4][CH2:3]1.S(C)C.CO. The catalyst is C1COCC1. The product is [CH3:1][C:2]1([CH3:25])[O:7][C:6]2[CH:8]=[CH:9][C:10]([C:12]3[CH:17]=[CH:16][CH:15]=[C:14]([CH2:18][N:20]4[CH2:24][CH2:23][CH2:22][CH2:21]4)[CH:13]=3)=[N:11][C:5]=2[NH:4][CH2:3]1. The yield is 0.760. (2) The reactants are [Br:1][C:2]1[CH:10]=[CH:9][C:5]([C:6]([OH:8])=[O:7])=[C:4]([CH3:11])[CH:3]=1.C(OC(O[C:15]([CH3:18])([CH3:17])[CH3:16])=O)(O[C:15]([CH3:18])([CH3:17])[CH3:16])=O. The catalyst is C(O)(C)(C)C. The product is [Br:1][C:2]1[CH:10]=[CH:9][C:5]([C:6]([O:8][C:15]([CH3:18])([CH3:17])[CH3:16])=[O:7])=[C:4]([CH3:11])[CH:3]=1. The yield is 0.980. (3) The catalyst is [Pd].CCOC(C)=O. The reactants are [CH2:1]([N:3]1[C:11]2[C:6](=[CH:7][CH:8]=[C:9]([O:12][CH3:13])[CH:10]=2)[C:5]([C:14]#[N:15])=[C:4]1[C:16]1[CH:21]=[CH:20][C:19]([OH:22])=[C:18]([N+:23]([O-])=O)[CH:17]=1)[CH3:2]. The yield is 0.910. The product is [NH2:23][C:18]1[CH:17]=[C:16]([C:4]2[N:3]([CH2:1][CH3:2])[C:11]3[C:6]([C:5]=2[C:14]#[N:15])=[CH:7][CH:8]=[C:9]([O:12][CH3:13])[CH:10]=3)[CH:21]=[CH:20][C:19]=1[OH:22]. (4) The reactants are [Br:1][C:2]1[CH:3]=[C:4]2[C:8](=[CH:9][CH:10]=1)[C:7]([OH:16])([C:11](=[NH:15])[O:12][CH2:13][CH3:14])[CH2:6][CH2:5]2.CCN(CC)CC.Cl[C:25](Cl)([O:27]C(=O)OC(Cl)(Cl)Cl)Cl. The catalyst is C(Cl)Cl.O. The product is [Br:1][C:2]1[CH:3]=[C:4]2[C:8](=[CH:9][CH:10]=1)[C:7]1([O:16][C:25](=[O:27])[N:15]=[C:11]1[O:12][CH2:13][CH3:14])[CH2:6][CH2:5]2. The yield is 0.970. (5) The reactants are C1C=CC(P(C2C=CC=CC=2)C2C=CC=CC=2)=CC=1.CC(OC(/N=N/C(OC(C)C)=O)=O)C.[Br:34][C:35]1[CH:44]=[CH:43][CH:42]=[C:41]2[C:36]=1[CH:37]=[N:38][NH:39][C:40]2=[O:45].[N:46]1[C:55]2[C:50](=[CH:51][CH:52]=[CH:53][CH:54]=2)[CH:49]=[CH:48][C:47]=1[CH2:56][CH2:57]O. The catalyst is C1COCC1.O. The product is [Br:34][C:35]1[CH:44]=[CH:43][CH:42]=[C:41]2[C:36]=1[CH:37]=[N:38][N:39]([CH2:57][CH2:56][C:47]1[CH:48]=[CH:49][C:50]3[C:55](=[CH:54][CH:53]=[CH:52][CH:51]=3)[N:46]=1)[C:40]2=[O:45]. The yield is 0.592. (6) The reactants are [C:1]([NH:4][CH2:5][CH2:6][CH:7]1[C:15]2[C:10](=[CH:11][CH:12]=[C:13]([NH:17][C:18](=[O:25])[C:19]3[CH:24]=[CH:23][CH:22]=[CH:21][CH:20]=3)[C:14]=2O)[CH2:9][CH2:8]1)(=[O:3])[CH3:2].C1(C)C=CC(S([O-])(=O)=O)=CC=1.[NH+]1C=CC=CC=1. The catalyst is C1(C)C(C)=CC=CC=1. The product is [C:19]1([C:18]2[O:25][C:14]3[C:15]4[CH:7]([CH2:6][CH2:5][NH:4][C:1](=[O:3])[CH3:2])[CH2:8][CH2:9][C:10]=4[CH:11]=[CH:12][C:13]=3[N:17]=2)[CH:24]=[CH:23][CH:22]=[CH:21][CH:20]=1. The yield is 0.820. (7) The reactants are FC1C=CC(NC(=O)NC2C=CC(C3C=C4C(CN([C@@H](C(C)C)C(O)=O)C4=O)=CC=3)=CC=2)=CC=1.[Cl:35][C:36]1[CH:37]=[CH:38][C:39]([O:70][C:71]2[CH:76]=[CH:75][CH:74]=[CH:73][CH:72]=2)=[C:40]([NH:42][C:43](=[O:69])[NH:44][C:45]2[CH:50]=[CH:49][C:48]([C:51]3[CH:59]=[C:58]4[C:54]([CH2:55][N:56]([C@@H:61]([CH:66]([CH3:68])[CH3:67])[C:62]([O:64]C)=[O:63])[C:57]4=[O:60])=[CH:53][CH:52]=3)=[CH:47][CH:46]=2)[CH:41]=1. No catalyst specified. The product is [Cl:35][C:36]1[CH:37]=[CH:38][C:39]([O:70][C:71]2[CH:72]=[CH:73][CH:74]=[CH:75][CH:76]=2)=[C:40]([NH:42][C:43](=[O:69])[NH:44][C:45]2[CH:46]=[CH:47][C:48]([C:51]3[CH:59]=[C:58]4[C:54]([CH2:55][N:56]([C@@H:61]([CH:66]([CH3:68])[CH3:67])[C:62]([OH:64])=[O:63])[C:57]4=[O:60])=[CH:53][CH:52]=3)=[CH:49][CH:50]=2)[CH:41]=1. The yield is 0.850. (8) The reactants are [OH:1][C:2]1([CH2:15][NH:16][C:17]2([CH2:20][O:21][CH3:22])[CH2:19][CH2:18]2)[CH2:7][CH2:6][N:5]([C:8]([O:10][C:11]([CH3:14])([CH3:13])[CH3:12])=[O:9])[CH2:4][CH2:3]1.C(N(CC)C(C)C)(C)C.Cl[CH2:33][C:34](Cl)=[O:35].ClCC(N)=O.[H-].[Na+]. The catalyst is ClCCl. The product is [CH3:22][O:21][CH2:20][C:17]1([N:16]2[CH2:15][C:2]3([CH2:7][CH2:6][N:5]([C:8]([O:10][C:11]([CH3:14])([CH3:13])[CH3:12])=[O:9])[CH2:4][CH2:3]3)[O:1][CH2:33][C:34]2=[O:35])[CH2:18][CH2:19]1. The yield is 0.740. (9) The reactants are C([O-])([O-])=[O:2].[K+].[K+].[Br:7][C:8]1[CH:16]=[C:15]2[C:11]([C:12]([CH2:17][C:18]#[N:19])=[CH:13][NH:14]2)=[CH:10][CH:9]=1.O.OO. The catalyst is CS(C)=O. The product is [Br:7][C:8]1[CH:16]=[C:15]2[C:11]([C:12]([CH2:17][C:18]([NH2:19])=[O:2])=[CH:13][NH:14]2)=[CH:10][CH:9]=1. The yield is 0.550. (10) The reactants are [Cl:1][C:2]1[CH:7]=[CH:6][C:5]([C:8]([CH3:17])([CH3:16])[CH:9]=[CH:10][C:11]([O:13][CH2:14][CH3:15])=[O:12])=[CH:4][CH:3]=1. The catalyst is CO.[Pd]. The product is [Cl:1][C:2]1[CH:3]=[CH:4][C:5]([C:8]([CH3:16])([CH3:17])[CH2:9][CH2:10][C:11]([O:13][CH2:14][CH3:15])=[O:12])=[CH:6][CH:7]=1. The yield is 1.00.